From a dataset of NCI-60 drug combinations with 297,098 pairs across 59 cell lines. Regression. Given two drug SMILES strings and cell line genomic features, predict the synergy score measuring deviation from expected non-interaction effect. Drug 2: CC1C(C(CC(O1)OC2CC(OC(C2O)C)OC3=CC4=CC5=C(C(=O)C(C(C5)C(C(=O)C(C(C)O)O)OC)OC6CC(C(C(O6)C)O)OC7CC(C(C(O7)C)O)OC8CC(C(C(O8)C)O)(C)O)C(=C4C(=C3C)O)O)O)O. Cell line: HCC-2998. Synergy scores: CSS=21.8, Synergy_ZIP=3.33, Synergy_Bliss=4.98, Synergy_Loewe=5.02, Synergy_HSA=5.20. Drug 1: C1=CC(=CC=C1CCCC(=O)O)N(CCCl)CCCl.